This data is from Forward reaction prediction with 1.9M reactions from USPTO patents (1976-2016). The task is: Predict the product of the given reaction. (1) The product is: [CH2:21]([O:4][C:3]1[CH:5]=[CH:6][CH:7]=[CH:8][C:2]=1[C:1]([O:10][CH2:26][CH3:27])=[O:9])[CH3:22]. Given the reactants [C:1]([OH:10])(=[O:9])[C:2]1[C:3](=[CH:5][CH:6]=[CH:7][CH:8]=1)[OH:4].C(=O)([O-])[O-].[K+].[K+].S(OCC)(O[CH2:21][CH3:22])(=O)=O.[CH3:26][C:27](C)=O, predict the reaction product. (2) Given the reactants [CH3:1][C:2]1[CH:3]=[CH:4][CH:5]=[C:6]2[C:11]=1[NH:10][C:9](=[O:12])[C:8]([CH:13]=O)=[CH:7]2.[CH3:15][N:16]1[CH2:21][CH2:20][N:19]([C:22]2[CH:27]=[CH:26][C:25]([NH2:28])=[CH:24][CH:23]=2)[CH2:18][CH2:17]1.C(O[BH-](OC(=O)C)OC(=O)C)(=O)C.[Na+].[CH3:43][N:44]1[C:49]2[CH:50]=[CH:51][C:52]([S:54](Cl)(=[O:56])=[O:55])=[CH:53][C:48]=2[O:47][CH2:46][CH2:45]1.CCN(C(C)C)C(C)C, predict the reaction product. The product is: [CH3:43][N:44]1[CH2:45][CH2:46][O:47][C:48]2[CH:53]=[C:52]([S:54]([N:28]([CH2:13][C:8]3[C:9](=[O:12])[NH:10][C:11]4[C:6]([CH:7]=3)=[CH:5][CH:4]=[CH:3][C:2]=4[CH3:1])[C:25]3[CH:26]=[CH:27][C:22]([N:19]4[CH2:18][CH2:17][N:16]([CH3:15])[CH2:21][CH2:20]4)=[CH:23][CH:24]=3)(=[O:56])=[O:55])[CH:51]=[CH:50][C:49]1=2. (3) Given the reactants [F:1][C:2]([C:5]1[CH:10]=[CH:9][C:8]([CH:11]2[N:15]([C:16]3[N:17]=[N:18][C:19]([CH3:22])=[CH:20][CH:21]=3)[C:14](=[O:23])[C:13]([OH:24])=[C:12]2[C:25](=[O:35])[C:26]2[CH:31]=[CH:30][C:29]([CH:32]([CH3:34])[CH3:33])=[CH:28][CH:27]=2)=[CH:7][CH:6]=1)([F:4])[CH3:3].[C:36]([O:46][CH3:47])(=[O:45])[C@H:37]([C:39]1[CH:44]=[CH:43][CH:42]=[CH:41][CH:40]=1)O, predict the reaction product. The product is: [CH3:47][O:46][C:36](=[O:45])[C@H:37]([O:24][C:13]1[C:14](=[O:23])[N:15]([C:16]2[N:17]=[N:18][C:19]([CH3:22])=[CH:20][CH:21]=2)[C@@H:11]([C:8]2[CH:7]=[CH:6][C:5]([C:2]([F:1])([F:4])[CH3:3])=[CH:10][CH:9]=2)[C:12]=1[C:25](=[O:35])[C:26]1[CH:27]=[CH:28][C:29]([CH:32]([CH3:33])[CH3:34])=[CH:30][CH:31]=1)[C:39]1[CH:40]=[CH:41][CH:42]=[CH:43][CH:44]=1. (4) Given the reactants [C:1]([O:5][C:6]([N:8]([CH2:20][C:21]1[CH:36]=[CH:35][C:24]([C:25]([O:27]CC2C=CC=CC=2)=[O:26])=[CH:23][CH:22]=1)[CH2:9][C:10]1[CH:15]=[CH:14][C:13]([C:16]([F:19])([F:18])[F:17])=[CH:12][CH:11]=1)=[O:7])([CH3:4])([CH3:3])[CH3:2], predict the reaction product. The product is: [C:1]([O:5][C:6]([N:8]([CH2:20][C:21]1[CH:22]=[CH:23][C:24]([C:25]([OH:27])=[O:26])=[CH:35][CH:36]=1)[CH2:9][C:10]1[CH:15]=[CH:14][C:13]([C:16]([F:19])([F:18])[F:17])=[CH:12][CH:11]=1)=[O:7])([CH3:4])([CH3:2])[CH3:3].